This data is from Buchwald-Hartwig C-N cross coupling reaction yields with 55,370 reactions. The task is: Predict the reaction yield, written as a fraction of the theoretical maximum amount of product (1.0 means a 100% yield; for example, 0.34 means a 34% yield). The reactants are CCc1ccc(I)cc1.Cc1ccc(N)cc1.O=S(=O)(O[Pd]1c2ccccc2-c2ccccc2N~1)C(F)(F)F.CC(C)c1cc(C(C)C)c(-c2ccccc2P(C2CCCCC2)C2CCCCC2)c(C(C)C)c1.CN(C)C(=NC(C)(C)C)N(C)C.c1ccc2nocc2c1. No catalyst specified. The product is CCc1ccc(Nc2ccc(C)cc2)cc1. The yield is 0.0489.